This data is from Full USPTO retrosynthesis dataset with 1.9M reactions from patents (1976-2016). The task is: Predict the reactants needed to synthesize the given product. Given the product [F:1][C:2]([F:30])([F:29])[C:3]1[CH:8]=[C:7]([C:9]([F:12])([F:11])[F:10])[CH:6]=[CH:5][C:4]=1[C:13]1[CH:17]=[C:16]([CH2:18][N:19]2[CH:24]=[C:23]3[N:25]=[C:26]([C:33]4[CH:34]=[CH:35][S:31][CH:32]=4)[N:27]=[C:22]3[CH:21]=[N:20]2)[O:15][N:14]=1, predict the reactants needed to synthesize it. The reactants are: [F:1][C:2]([F:30])([F:29])[C:3]1[CH:8]=[C:7]([C:9]([F:12])([F:11])[F:10])[CH:6]=[CH:5][C:4]=1[C:13]1[CH:17]=[C:16]([CH2:18][N:19]2[CH:24]=[C:23]3[N:25]=[C:26](Br)[N:27]=[C:22]3[CH:21]=[N:20]2)[O:15][N:14]=1.[S:31]1[CH:35]=[CH:34][C:33](B(O)O)=[CH:32]1.